This data is from Full USPTO retrosynthesis dataset with 1.9M reactions from patents (1976-2016). The task is: Predict the reactants needed to synthesize the given product. (1) Given the product [OH:16][CH2:15][CH2:17][NH:18][CH2:2][C:3]([NH:5][C:6]1[CH:11]=[CH:10][C:9]([N+:12]([O-:14])=[O:13])=[CH:8][CH:7]=1)=[O:4], predict the reactants needed to synthesize it. The reactants are: Cl[CH2:2][C:3]([NH:5][C:6]1[CH:11]=[CH:10][C:9]([N+:12]([O-:14])=[O:13])=[CH:8][CH:7]=1)=[O:4].[CH2:15]([CH2:17][NH2:18])[OH:16]. (2) Given the product [O:28]=[C:27]1[CH2:26][CH2:25][N:24]([C:9]([O:11][C:12]([CH3:13])([CH3:14])[CH3:15])=[O:10])[CH2:23][CH:22]1[C:20]([O:19][CH2:17][CH3:18])=[O:21], predict the reactants needed to synthesize it. The reactants are: [C:12]([O:11][C:9](O[C:9]([O:11][C:12]([CH3:15])([CH3:14])[CH3:13])=[O:10])=[O:10])([CH3:15])([CH3:14])[CH3:13].[Cl-].[CH2:17]([O:19][C:20]([CH:22]1[C:27](=[O:28])[CH2:26][CH2:25][NH2+:24][CH2:23]1)=[O:21])[CH3:18].C(=O)(O)[O-].[Na+].[Cl-].[Na+]. (3) Given the product [CH3:21][O:20][C:18]([C:13]1([CH2:26][CH2:25][CH2:24][CH2:23][Br:22])[CH2:17][CH2:16][CH2:15][CH2:14]1)=[O:19], predict the reactants needed to synthesize it. The reactants are: C(NC(C)C)(C)C.C([Li])CCC.[CH:13]1([C:18]([O:20][CH3:21])=[O:19])[CH2:17][CH2:16][CH2:15][CH2:14]1.[Br:22][CH2:23][CH2:24][CH2:25][CH2:26]Br. (4) Given the product [CH3:32][O:28][C:27](=[O:29])[C:2]1[CH:7]=[CH:6][C:5]([S:8][C:9]2[CH:10]=[CH:11][C:12]([CH2:16][O:17][CH2:18][O:19][CH3:20])=[C:13]([CH3:15])[N:14]=2)=[CH:4][C:3]=1[CH3:21], predict the reactants needed to synthesize it. The reactants are: Br[C:2]1[CH:7]=[CH:6][C:5]([S:8][C:9]2[N:14]=[C:13]([CH3:15])[C:12]([CH2:16][O:17][CH2:18][O:19][CH3:20])=[CH:11][CH:10]=2)=[CH:4][C:3]=1[CH3:21].[Li]C(C)(C)C.[C:27](=[O:29])=[O:28].CI.[C:32]([O-])([O-])=O.[K+].[K+]. (5) Given the product [F:1][C:2]1[CH:3]=[C:4]([CH:27]=[C:28]([F:30])[CH:29]=1)[CH2:5][C:6]1[CH:7]=[C:8]2[C:12](=[CH:13][CH:14]=1)[NH:11][N:10]=[C:9]2[NH:15][C:16](=[O:26])[C:17]1[CH:22]=[C:21]([CH2:23][N:35]2[CH2:36][CH2:37][N:32]([CH3:31])[CH2:33][CH2:34]2)[CH:20]=[CH:19][C:18]=1[F:25], predict the reactants needed to synthesize it. The reactants are: [F:1][C:2]1[CH:3]=[C:4]([CH:27]=[C:28]([F:30])[CH:29]=1)[CH2:5][C:6]1[CH:7]=[C:8]2[C:12](=[CH:13][CH:14]=1)[NH:11][N:10]=[C:9]2[NH:15][C:16](=[O:26])[C:17]1[CH:22]=[C:21]([CH:23]=O)[CH:20]=[CH:19][C:18]=1[F:25].[CH3:31][N:32]1[CH2:37][CH2:36][NH:35][CH2:34][CH2:33]1.C(O)(=O)C.C(O[BH-](OC(=O)C)OC(=O)C)(=O)C.[Na+].[NH4+].[OH-]. (6) Given the product [Cl:1][C:2]1[CH:3]=[C:4]([C:12]2([C:32]([F:33])([F:34])[F:35])[O:16][N:15]=[C:14]([C:17]3[CH:22]=[CH:21][C:20]([C:23]([N:25]4[CH2:29][C:28](=[O:30])[N:27]([CH2:41][CH2:40][C:39]([F:44])([F:43])[F:38])[CH2:26]4)=[O:24])=[C:19]([CH3:31])[CH:18]=3)[CH2:13]2)[CH:5]=[C:6]([C:8]([F:11])([F:10])[F:9])[CH:7]=1, predict the reactants needed to synthesize it. The reactants are: [Cl:1][C:2]1[CH:3]=[C:4]([C:12]2([C:32]([F:35])([F:34])[F:33])[O:16][N:15]=[C:14]([C:17]3[CH:22]=[CH:21][C:20]([C:23]([N:25]4[CH2:29][C:28](=[O:30])[NH:27][CH2:26]4)=[O:24])=[C:19]([CH3:31])[CH:18]=3)[CH2:13]2)[CH:5]=[C:6]([C:8]([F:11])([F:10])[F:9])[CH:7]=1.[H-].[Na+].[F:38][C:39]([F:44])([F:43])[CH2:40][CH2:41]I.